This data is from Reaction yield outcomes from USPTO patents with 853,638 reactions. The task is: Predict the reaction yield, written as a fraction of the theoretical maximum amount of product (1.0 means a 100% yield; for example, 0.34 means a 34% yield). The reactants are C(OC([NH:8][C@@H:9]([CH2:18][CH2:19][N:20]1[CH2:24][CH2:23][CH:22]([NH:25][C:26](=[O:55])[C:27]2[CH:32]=[CH:31][C:30]([NH:33][C:34]3[N:43]=[CH:42][C:41]4[N:40]([CH3:44])[C:39](=[O:45])[C@@H:38]([CH2:46][CH3:47])[N:37]([CH:48]5[CH2:52][CH2:51][CH2:50][CH2:49]5)[C:36]=4[N:35]=3)=[C:29]([O:53][CH3:54])[CH:28]=2)[CH2:21]1)[C:10]([O:12][CH:13]1[CH2:17][CH2:16][CH2:15][CH2:14]1)=[O:11])=O)(C)(C)C. The catalyst is Cl.O1CCOCC1. The product is [NH2:8][C@@H:9]([CH2:18][CH2:19][N:20]1[CH2:24][CH2:23][CH:22]([NH:25][C:26](=[O:55])[C:27]2[CH:32]=[CH:31][C:30]([NH:33][C:34]3[N:43]=[CH:42][C:41]4[N:40]([CH3:44])[C:39](=[O:45])[C@@H:38]([CH2:46][CH3:47])[N:37]([CH:48]5[CH2:52][CH2:51][CH2:50][CH2:49]5)[C:36]=4[N:35]=3)=[C:29]([O:53][CH3:54])[CH:28]=2)[CH2:21]1)[C:10]([O:12][CH:13]1[CH2:17][CH2:16][CH2:15][CH2:14]1)=[O:11]. The yield is 0.500.